Task: Predict the product of the given reaction.. Dataset: Forward reaction prediction with 1.9M reactions from USPTO patents (1976-2016) (1) Given the reactants [CH2:1]([C:5]1[N:6]=[C:7]([CH3:27])[NH:8][C:9](=[O:26])[C:10]=1[CH2:11][C:12]1[CH:17]=[CH:16][C:15]([C:18]2[C:19]([C:24]#[N:25])=[CH:20][CH:21]=[CH:22][CH:23]=2)=[CH:14][CH:13]=1)[CH2:2][CH2:3][CH3:4].C(=O)([O-])[O-].[K+].[K+].Br.Br[CH2:36][C:37]1[CH:42]=[CH:41][CH:40]=[CH:39][N:38]=1.CN(C)C=O, predict the reaction product. The product is: [CH2:1]([C:5]1[N:6]=[C:7]([CH3:27])[N:8]([CH2:36][C:37]2[CH:42]=[CH:41][CH:40]=[CH:39][N:38]=2)[C:9](=[O:26])[C:10]=1[CH2:11][C:12]1[CH:17]=[CH:16][C:15]([C:18]2[C:19]([C:24]#[N:25])=[CH:20][CH:21]=[CH:22][CH:23]=2)=[CH:14][CH:13]=1)[CH2:2][CH2:3][CH3:4]. (2) Given the reactants C([O:3][C:4]([C:6]1[CH:7]=[N:8][N:9]([C:11]2[N:20](COCC[Si](C)(C)C)[C:19](=[O:29])[C:18]3[C:13](=[CH:14][CH:15]=[C:16](I)[CH:17]=3)[N:12]=2)[CH:10]=1)=[O:5])C.[F:31][C:32]1[CH:33]=[C:34](B(O)O)[CH:35]=[CH:36][CH:37]=1, predict the reaction product. The product is: [F:31][C:32]1[CH:37]=[C:36]([C:16]2[CH:17]=[C:18]3[C:13](=[CH:14][CH:15]=2)[N:12]=[C:11]([N:9]2[CH:10]=[C:6]([C:4]([OH:3])=[O:5])[CH:7]=[N:8]2)[NH:20][C:19]3=[O:29])[CH:35]=[CH:34][CH:33]=1. (3) Given the reactants Cl.[NH2:2][C:3]1[C:12]2[N:13]=[C:14]([CH2:21][O:22][CH2:23][CH3:24])[N:15]([CH2:16][C:17]([OH:20])([CH3:19])[CH3:18])[C:11]=2[C:10]2[CH:9]=[CH:8][C:7]([CH2:25][CH2:26][C:27]([O:29][CH2:30][CH3:31])=[O:28])=[CH:6][C:5]=2[N:4]=1.CCN([CH:38]([CH3:40])[CH3:39])C(C)C.Cl[C:42]([O:44][CH2:45][C:46]1[CH:51]=[CH:50][CH:49]=[CH:48][CH:47]=1)=[O:43], predict the reaction product. The product is: [CH2:45]([O:44][C:42]([N:2]([C:27]([O:29][CH2:30][C:39]1[CH:38]=[CH:40][CH:6]=[CH:5][CH:10]=1)=[O:28])[C:3]1[C:12]2[N:13]=[C:14]([CH2:21][O:22][CH2:23][CH3:24])[N:15]([CH2:16][C:17]([OH:20])([CH3:19])[CH3:18])[C:11]=2[C:10]2[CH:9]=[CH:8][C:7]([CH2:25][CH2:26][C:27]([O:29][CH2:30][CH3:31])=[O:28])=[CH:6][C:5]=2[N:4]=1)=[O:43])[C:46]1[CH:51]=[CH:50][CH:49]=[CH:48][CH:47]=1. (4) The product is: [CH3:1][O:2][C:3]1[CH:4]=[C:5]([CH:6]=[CH:7][C:8]=1[O:9][CH3:10])[CH2:11][NH:12][C:22](=[O:23])[C@H:21]([NH:20][C:18](=[O:19])[O:17][C:13]([CH3:14])([CH3:15])[CH3:16])[CH2:25][CH2:26][S:27][CH3:28]. Given the reactants [CH3:1][O:2][C:3]1[CH:4]=[C:5]([CH2:11][NH2:12])[CH:6]=[CH:7][C:8]=1[O:9][CH3:10].[C:13]([O:17][C:18]([NH:20][C@H:21]([CH2:25][CH2:26][S:27][CH3:28])[C:22](O)=[O:23])=[O:19])([CH3:16])([CH3:15])[CH3:14].C1CN([P+](ON2N=NC3C=CC=CC2=3)(N2CCCC2)N2CCCC2)CC1.F[P-](F)(F)(F)(F)F.CCN(C(C)C)C(C)C, predict the reaction product. (5) Given the reactants [C:1]([O:5][C:6](=[O:33])[N:7]([C@@H:21]([C:23]1[C:32]2[C:27](=[CH:28][CH:29]=[CH:30][CH:31]=2)[CH:26]=[CH:25][CH:24]=1)[CH3:22])[CH2:8][CH:9]1[CH:14]([C:15]2[CH:20]=[CH:19][CH:18]=[CH:17][CH:16]=2)[CH2:13][CH2:12][NH:11][CH2:10]1)([CH3:4])([CH3:3])[CH3:2].[F:34][C:35]1[CH:36]=[C:37]([CH:40]=[C:41]([F:44])[C:42]=1F)[C:38]#[N:39].C(=O)([O-])[O-].[K+].[K+].O, predict the reaction product. The product is: [C:38]([C:37]1[CH:36]=[C:35]([F:34])[C:42]([N:11]2[CH2:12][CH2:13][CH:14]([C:15]3[CH:16]=[CH:17][CH:18]=[CH:19][CH:20]=3)[CH:9]([CH2:8][N:7]([C@@H:21]([C:23]3[C:32]4[C:27](=[CH:28][CH:29]=[CH:30][CH:31]=4)[CH:26]=[CH:25][CH:24]=3)[CH3:22])[C:6](=[O:33])[O:5][C:1]([CH3:2])([CH3:3])[CH3:4])[CH2:10]2)=[C:41]([F:44])[CH:40]=1)#[N:39]. (6) Given the reactants [H-].[Na+].[Br:3][C:4]1[NH:5][C:6]2[C:11]([C:12]=1[C:13]1[CH:18]=[CH:17][C:16]([O:19][CH3:20])=[CH:15][CH:14]=1)=[CH:10][CH:9]=[CH:8][CH:7]=2.O(C1C=CC(C(C2C=CC(OC#N)=CC=2)(C)C)=CC=1)[C:22]#[N:23].O, predict the reaction product. The product is: [Br:3][C:4]1[N:5]([C:22]#[N:23])[C:6]2[C:11]([C:12]=1[C:13]1[CH:18]=[CH:17][C:16]([O:19][CH3:20])=[CH:15][CH:14]=1)=[CH:10][CH:9]=[CH:8][CH:7]=2. (7) The product is: [F:1][C:2]1[CH:3]=[C:4]([CH2:17][C:19]2[CH:24]=[CH:23][C:22]([O:25][CH3:26])=[CH:21][C:20]=2[CH:27]2[CH2:36][CH2:35][C:34]3[C:29](=[CH:30][CH:31]=[C:32]([O:37][CH3:38])[CH:33]=3)[CH2:28]2)[CH:5]=[CH:6][C:7]=1[O:8][CH2:9][CH2:10][N:11]1[CH2:12][CH2:13][CH2:14][CH2:15][CH2:16]1. Given the reactants [F:1][C:2]1[CH:3]=[C:4]([C:17]([C:19]2[CH:24]=[CH:23][C:22]([O:25][CH3:26])=[CH:21][C:20]=2[C:27]2[CH2:36][CH2:35][C:34]3[C:29](=[CH:30][CH:31]=[C:32]([O:37][CH3:38])[CH:33]=3)[CH:28]=2)=O)[CH:5]=[CH:6][C:7]=1[O:8][CH2:9][CH2:10][N:11]1[CH2:16][CH2:15][CH2:14][CH2:13][CH2:12]1.FC1C=C(CC2C=CC(OC)=CC=2C2CCC3C(=CC=C(OC)C=3)C=2)C=CC=1OCCN1CCCCC1, predict the reaction product. (8) Given the reactants Br[C:2]1[CH:7]=[CH:6][CH:5]=[C:4]([Br:8])[N:3]=1.C([Mg]Cl)(C)C.[CH2:14]([Sn:18](Cl)([CH2:23][CH2:24][CH2:25][CH3:26])[CH2:19][CH2:20][CH2:21][CH3:22])[CH2:15][CH2:16][CH3:17], predict the reaction product. The product is: [Br:8][C:4]1[CH:5]=[CH:6][CH:7]=[C:2]([Sn:18]([CH2:19][CH2:20][CH2:21][CH3:22])([CH2:23][CH2:24][CH2:25][CH3:26])[CH2:14][CH2:15][CH2:16][CH3:17])[N:3]=1.